This data is from Full USPTO retrosynthesis dataset with 1.9M reactions from patents (1976-2016). The task is: Predict the reactants needed to synthesize the given product. Given the product [Cl:1][C:2]1[N:3]=[CH:4][C:5]2[N:11]([CH3:23])[C:10](=[O:12])[CH2:9][CH2:8][N:7]([CH:13]3[CH2:17][CH2:16][CH2:15][C:14]3([CH3:18])[CH3:19])[C:6]=2[N:20]=1, predict the reactants needed to synthesize it. The reactants are: [Cl:1][C:2]1[N:3]=[CH:4][C:5]2[NH:11][C:10](=[O:12])[CH2:9][CH2:8][N:7]([CH:13]3[CH2:17][CH2:16][CH2:15][C:14]3([CH3:19])[CH3:18])[C:6]=2[N:20]=1.IC.[CH3:23]N(C)C(=O)C.[H-].[Na+].